From a dataset of Full USPTO retrosynthesis dataset with 1.9M reactions from patents (1976-2016). Predict the reactants needed to synthesize the given product. Given the product [N+:29]([C:32]1[CH:37]=[CH:36][C:35]([CH:38]([P:41](=[O:48])([O:42][CH2:43][CH3:44])[O:45][CH2:46][CH3:47])[CH3:39])=[CH:34][CH:33]=1)([O-:31])=[O:30], predict the reactants needed to synthesize it. The reactants are: [Li+].CC([N-]C(C)C)C.[N+](C1C=CC(CP(=O)(OCC)OCC)=CC=1)([O-])=O.IC.[N+:29]([C:32]1[CH:37]=[CH:36][C:35]([C:38]([P:41](=[O:48])([O:45][CH2:46][CH3:47])[O:42][CH2:43][CH3:44])(C)[CH3:39])=[CH:34][CH:33]=1)([O-:31])=[O:30].